This data is from NCI-60 drug combinations with 297,098 pairs across 59 cell lines. The task is: Regression. Given two drug SMILES strings and cell line genomic features, predict the synergy score measuring deviation from expected non-interaction effect. (1) Drug 1: C1CC(C1)(C(=O)O)C(=O)O.[NH2-].[NH2-].[Pt+2]. Drug 2: C1=CC=C(C(=C1)C(C2=CC=C(C=C2)Cl)C(Cl)Cl)Cl. Cell line: DU-145. Synergy scores: CSS=7.52, Synergy_ZIP=-3.18, Synergy_Bliss=-0.0921, Synergy_Loewe=-3.18, Synergy_HSA=-0.197. (2) Drug 1: CCCS(=O)(=O)NC1=C(C(=C(C=C1)F)C(=O)C2=CNC3=C2C=C(C=N3)C4=CC=C(C=C4)Cl)F. Drug 2: CCCCC(=O)OCC(=O)C1(CC(C2=C(C1)C(=C3C(=C2O)C(=O)C4=C(C3=O)C=CC=C4OC)O)OC5CC(C(C(O5)C)O)NC(=O)C(F)(F)F)O. Cell line: OVCAR-5. Synergy scores: CSS=0.805, Synergy_ZIP=3.12, Synergy_Bliss=6.75, Synergy_Loewe=-0.599, Synergy_HSA=0.940. (3) Drug 1: CC1OCC2C(O1)C(C(C(O2)OC3C4COC(=O)C4C(C5=CC6=C(C=C35)OCO6)C7=CC(=C(C(=C7)OC)O)OC)O)O. Drug 2: C#CCC(CC1=CN=C2C(=N1)C(=NC(=N2)N)N)C3=CC=C(C=C3)C(=O)NC(CCC(=O)O)C(=O)O. Cell line: IGROV1. Synergy scores: CSS=20.9, Synergy_ZIP=-0.278, Synergy_Bliss=2.21, Synergy_Loewe=2.26, Synergy_HSA=2.26. (4) Drug 1: C1=NC2=C(N=C(N=C2N1C3C(C(C(O3)CO)O)O)F)N. Drug 2: C1=NC2=C(N=C(N=C2N1C3C(C(C(O3)CO)O)F)Cl)N. Cell line: U251. Synergy scores: CSS=-1.28, Synergy_ZIP=1.35, Synergy_Bliss=-3.16, Synergy_Loewe=-9.16, Synergy_HSA=-9.26. (5) Drug 1: CN1C(=O)N2C=NC(=C2N=N1)C(=O)N. Drug 2: CC1CCC2CC(C(=CC=CC=CC(CC(C(=O)C(C(C(=CC(C(=O)CC(OC(=O)C3CCCCN3C(=O)C(=O)C1(O2)O)C(C)CC4CCC(C(C4)OC)O)C)C)O)OC)C)C)C)OC. Cell line: HT29. Synergy scores: CSS=16.4, Synergy_ZIP=-5.85, Synergy_Bliss=-2.91, Synergy_Loewe=-88.8, Synergy_HSA=-1.62.